Dataset: Full USPTO retrosynthesis dataset with 1.9M reactions from patents (1976-2016). Task: Predict the reactants needed to synthesize the given product. (1) Given the product [C:1]([N:4]1[C:13]2[C:8](=[CH:9][C:10]([O:14][CH2:31][CH:32]3[CH2:34][CH2:33]3)=[CH:11][CH:12]=2)[C:7]([C:16]2[CH:21]=[CH:20][CH:19]=[CH:18][CH:17]=2)([CH3:15])[CH2:6][C:5]1([CH3:23])[CH3:22])(=[O:3])[CH3:2], predict the reactants needed to synthesize it. The reactants are: [C:1]([N:4]1[C:13]2[C:8](=[CH:9][C:10]([OH:14])=[CH:11][CH:12]=2)[C:7]([C:16]2[CH:21]=[CH:20][CH:19]=[CH:18][CH:17]=2)([CH3:15])[CH2:6][C:5]1([CH3:23])[CH3:22])(=[O:3])[CH3:2].C(=O)([O-])[O-].[Cs+].[Cs+].Cl[CH2:31][CH:32]1[CH2:34][CH2:33]1. (2) Given the product [CH3:73][O:75][C:76](=[O:83])[CH2:77][CH2:78][CH2:79][CH2:14][CH2:13][N:12]1[C:11]2[CH:25]=[C:26]([F:30])[C:27]([F:29])=[CH:28][C:10]=2[N:9]=[C:8]1[C:5]1[CH:6]=[CH:7][C:2]([Cl:1])=[CH:3][C:4]=1[O:31][CH3:32], predict the reactants needed to synthesize it. The reactants are: [Cl:1][C:2]1[CH:7]=[CH:6][C:5]([C:8]2[N:12]([CH2:13][C:14]3C=CC(CCC(O)=O)=CC=3)[C:11]3[CH:25]=[C:26]([F:30])[C:27]([F:29])=[CH:28][C:10]=3[N:9]=2)=[C:4]([O:31][CH2:32]C2CCCC2)[CH:3]=1.ClC1C=CC(C2N(CC3C=C(C=CC=3)C(O)=O)C3C=C(F)C(F)=CC=3N=2)=C(OCC2CCCC2)C=1.[CH2:73]([O:75][C:76](=[O:83])[CH2:77][CH2:78][CH2:79]CCBr)C.